From a dataset of Catalyst prediction with 721,799 reactions and 888 catalyst types from USPTO. Predict which catalyst facilitates the given reaction. Reactant: [CH:1]1[C:13]2[CH:12]([CH2:14][O:15][C:16]([NH:18][C@@H:19]([CH:64]([CH3:66])[CH3:65])[C:20]([NH:22][C@@H:23]([CH2:57][CH2:58][CH2:59][NH:60][C:61]([NH2:63])=[O:62])[C:24]([NH:26][C:27]3[CH:56]=[CH:55][C:30]([CH2:31][O:32][C:33]4[C:34]5[CH:54]=[CH:53][CH:52]=[CH:51][C:35]=5[C:36]5[C@H:37]([CH2:49][Cl:50])[CH2:38][N:39](C(OC(C)(C)C)=O)[C:40]=5[CH:41]=4)=[CH:29][CH:28]=3)=[O:25])=[O:21])=[O:17])[C:11]3[C:6](=[CH:7][CH:8]=[CH:9][CH:10]=3)[C:5]=2[CH:4]=[CH:3][CH:2]=1.N. Product: [Cl:50][CH2:49][C@H:37]1[C:36]2[C:35]3[CH:51]=[CH:52][CH:53]=[CH:54][C:34]=3[C:33]([O:32][CH2:31][C:30]3[CH:29]=[CH:28][C:27]([NH:26][C:24](=[O:25])[C@@H:23]([NH:22][C:20](=[O:21])[C@@H:19]([NH:18][C:16](=[O:17])[O:15][CH2:14][CH:12]4[C:11]5[CH:10]=[CH:9][CH:8]=[CH:7][C:6]=5[C:5]5[C:13]4=[CH:1][CH:2]=[CH:3][CH:4]=5)[CH:64]([CH3:66])[CH3:65])[CH2:57][CH2:58][CH2:59][NH:60][C:61]([NH2:63])=[O:62])=[CH:56][CH:55]=3)=[CH:41][C:40]=2[NH:39][CH2:38]1. The catalyst class is: 2.